From a dataset of Forward reaction prediction with 1.9M reactions from USPTO patents (1976-2016). Predict the product of the given reaction. The product is: [C:1]([C:4]1[CH:5]=[C:6]2[C:11](=[O:12])[N:15]([C:16]3[CH:21]=[CH:20][CH:19]=[CH:18][CH:17]=3)[C:8](=[O:10])[C:7]2=[CH:13][CH:14]=1)([OH:3])=[O:2]. Given the reactants [C:1]([C:4]1[CH:5]=[C:6]2[C:11](=[O:12])[O:10][C:8](=O)[C:7]2=[CH:13][CH:14]=1)([OH:3])=[O:2].[NH2:15][C:16]1[CH:21]=[CH:20][CH:19]=[CH:18][CH:17]=1, predict the reaction product.